Dataset: Full USPTO retrosynthesis dataset with 1.9M reactions from patents (1976-2016). Task: Predict the reactants needed to synthesize the given product. (1) The reactants are: [H-].[Na+].[Br:3][C:4]1[CH:5]=[CH:6][C:7]([OH:10])=[N:8][CH:9]=1.I[CH2:12][CH3:13]. Given the product [Br:3][C:4]1[CH:5]=[CH:6][C:7](=[O:10])[N:8]([CH2:12][CH3:13])[CH:9]=1, predict the reactants needed to synthesize it. (2) Given the product [C:44]([O:43][C:41](=[O:42])[CH2:40][C:36]1([N:30]2[CH2:29][CH2:28][C:27]([CH3:33])([CH2:26][N:16]([C@@H:17]3[CH2:19][C@H:18]3[C:20]3[CH:25]=[CH:24][CH:23]=[CH:22][CH:21]=3)[C:14](=[O:15])[C:13]([F:12])([F:34])[F:35])[CH2:32][CH2:31]2)[CH2:39][CH2:38][CH2:37]1)([CH3:47])([CH3:45])[CH3:46], predict the reactants needed to synthesize it. The reactants are: N12CCCN=C1CCCCC2.[F:12][C:13]([F:35])([F:34])[C:14]([N:16]([CH2:26][C:27]1([CH3:33])[CH2:32][CH2:31][NH:30][CH2:29][CH2:28]1)[C@@H:17]1[CH2:19][C@H:18]1[C:20]1[CH:25]=[CH:24][CH:23]=[CH:22][CH:21]=1)=[O:15].[C:36]1(=[CH:40][C:41]([O:43][C:44]([CH3:47])([CH3:46])[CH3:45])=[O:42])[CH2:39][CH2:38][CH2:37]1.